Dataset: Full USPTO retrosynthesis dataset with 1.9M reactions from patents (1976-2016). Task: Predict the reactants needed to synthesize the given product. (1) Given the product [CH3:26][CH:25]([CH3:27])[CH2:24][C@@H:16]([NH:15][CH2:28][C:30]1[CH:35]=[CH:34][N:33]=[C:32]2[N:36]([C:43]([O:45][C:46]([CH3:49])([CH3:48])[CH3:47])=[O:44])[CH:37]=[C:38]([C:39]([O:41][CH3:42])=[O:40])[C:31]=12)[C:17](=[O:18])[N:19]1[CH2:23][CH2:22][CH2:21][CH2:20]1, predict the reactants needed to synthesize it. The reactants are: C(O[BH-](OC(=O)C)OC(=O)C)(=O)C.[Na+].[NH2:15][C@H:16]([CH2:24][CH:25]([CH3:27])[CH3:26])[C:17]([N:19]1[CH2:23][CH2:22][CH2:21][CH2:20]1)=[O:18].[CH:28]([C:30]1[CH:35]=[CH:34][N:33]=[C:32]2[N:36]([C:43]([O:45][C:46]([CH3:49])([CH3:48])[CH3:47])=[O:44])[CH:37]=[C:38]([C:39]([O:41][CH3:42])=[O:40])[C:31]=12)=O. (2) Given the product [CH3:27][O:26][C:23]1[CH:24]=[C:25]2[C:20](=[CH:21][C:22]=1[O:28][CH3:29])[N:19]=[CH:18][CH:17]=[C:16]2[O:1][C:2]1[CH:7]=[C:6]([CH3:8])[C:5]([CH:9]([CH3:11])[CH3:10])=[CH:4][C:3]=1[C:12](=[O:14])[CH3:13], predict the reactants needed to synthesize it. The reactants are: [OH:1][C:2]1[CH:7]=[C:6]([CH3:8])[C:5]([CH:9]([CH3:11])[CH3:10])=[CH:4][C:3]=1[C:12](=[O:14])[CH3:13].Cl[C:16]1[C:25]2[C:20](=[CH:21][C:22]([O:28][CH3:29])=[C:23]([O:26][CH3:27])[CH:24]=2)[N:19]=[CH:18][CH:17]=1.O. (3) Given the product [CH2:1]([OH:23])[CH2:2][CH2:3][CH2:4][CH2:5][CH2:6][CH2:7][CH2:8][CH2:9][CH2:10][CH2:11][CH2:12][CH2:13][CH2:14][CH2:15][CH2:16][CH2:17][CH2:18][CH2:19][CH2:20][CH:21]=[CH2:22], predict the reactants needed to synthesize it. The reactants are: [C:1](O)(=[O:23])[CH2:2][CH2:3][CH2:4][CH2:5][CH2:6][CH2:7][CH2:8][CH2:9][CH2:10][CH2:11][CH2:12][CH2:13][CH2:14][CH2:15][CH2:16][CH2:17][CH2:18][CH2:19][CH2:20][CH:21]=[CH2:22].[H-].[Al+3].[Li+].[H-].[H-].[H-].